This data is from Full USPTO retrosynthesis dataset with 1.9M reactions from patents (1976-2016). The task is: Predict the reactants needed to synthesize the given product. (1) Given the product [F:3][C:4]([F:39])([O:28][C:29]1[CH:38]=[CH:37][C:32]([C:33]([OH:35])=[O:34])=[CH:31][CH:30]=1)[CH:5]([F:27])[O:6][C:7]([F:26])([F:25])[C:8]([F:24])([O:13][C:14]([F:22])([F:23])[C:15]([F:21])([F:20])[C:16]([F:18])([F:17])[F:19])[C:9]([F:12])([F:11])[F:10], predict the reactants needed to synthesize it. The reactants are: [OH-].[K+].[F:3][C:4]([F:39])([O:28][C:29]1[CH:38]=[CH:37][C:32]([C:33]([O:35]C)=[O:34])=[CH:31][CH:30]=1)[CH:5]([F:27])[O:6][C:7]([F:26])([F:25])[C:8]([F:24])([O:13][C:14]([F:23])([F:22])[C:15]([F:21])([F:20])[C:16]([F:19])([F:18])[F:17])[C:9]([F:12])([F:11])[F:10].Cl. (2) Given the product [F:30][C:26]1[CH:25]=[C:24]([C:23]2[C:22]3[N:21]=[CH:20][CH:19]=[CH:18][C:17]=3[C:16]([C:31]#[N:32])=[CH:15][C:14]=2[CH:12]([NH:11][C:2]2[N:10]=[CH:9][N:8]=[C:7]3[C:3]=2[N:4]=[CH:5][NH:6]3)[CH3:13])[CH:29]=[CH:28][CH:27]=1, predict the reactants needed to synthesize it. The reactants are: Br[C:2]1[N:10]=[CH:9][N:8]=[C:7]2[C:3]=1[N:4]=[CH:5][NH:6]2.[NH2:11][CH:12]([C:14]1[CH:15]=[C:16]([C:31]#[N:32])[C:17]2[CH:18]=[CH:19][CH:20]=[N:21][C:22]=2[C:23]=1[C:24]1[CH:29]=[CH:28][CH:27]=[C:26]([F:30])[CH:25]=1)[CH3:13].C(N(CC)C(C)C)(C)C. (3) Given the product [CH2:15]([O:14][C:12]([C@H:11]1[C@H:10]([CH2:9][O:8][Si:1]([C:4]([CH3:7])([CH3:6])[CH3:5])([CH3:3])[CH3:2])[CH2:28][N:24]([CH2:17][C:18]2[CH:23]=[CH:22][CH:21]=[CH:20][CH:19]=2)[CH2:25]1)=[O:13])[CH3:16], predict the reactants needed to synthesize it. The reactants are: [Si:1]([O:8][CH2:9]/[CH:10]=[CH:11]/[C:12]([O:14][CH2:15][CH3:16])=[O:13])([C:4]([CH3:7])([CH3:6])[CH3:5])([CH3:3])[CH3:2].[CH2:17]([N:24]([CH2:28][Si](C)(C)C)[CH2:25]OC)[C:18]1[CH:23]=[CH:22][CH:21]=[CH:20][CH:19]=1.C(O)(C(F)(F)F)=O. (4) Given the product [C:18]1([C:3]2[CH:2]=[CH:7][N:6]=[C:5]([C:8]([OH:10])=[O:9])[C:4]=2[C:13]([OH:15])=[O:14])[CH:19]=[CH:20][CH:21]=[CH:22][CH:23]=1, predict the reactants needed to synthesize it. The reactants are: C[C:2]1[C:3]([C:18]2[CH:23]=[CH:22][CH:21]=[CH:20][CH:19]=2)=[C:4]([C:13]([O:15]CC)=[O:14])[C:5]([C:8]([O:10]CC)=[O:9])=[N:6][CH:7]=1.C1(C2C=CN=C(C(OCC)=O)C=2C(OCC)=O)C=CC=CC=1. (5) Given the product [CH2:35]([O:34][C:32]([CH2:31][CH2:30][CH2:29][NH:12][C@H:14]([C:15]1[CH:20]=[CH:19][CH:18]=[CH:17][CH:16]=1)[CH2:11][N:10]1[C:9](=[O:27])[C:8]([C:3]2[CH:4]=[CH:5][CH:6]=[CH:7][C:2]=2[Cl:1])=[CH:13][N:12]([CH2:14][C:15]2[C:20]([C:21]([F:22])([F:23])[F:24])=[CH:19][CH:18]=[CH:17][C:16]=2[F:25])[C:37]1=[O:40])=[O:33])[CH3:36], predict the reactants needed to synthesize it. The reactants are: [Cl:1][C:2]1[CH:7]=[CH:6][CH:5]=[CH:4][C:3]=1[C:8]1[C:9](=[O:27])[NH:10][C:11](=O)[N:12]([CH2:14][C:15]2[C:20]([C:21]([F:24])([F:23])[F:22])=[CH:19][CH:18]=[CH:17][C:16]=2[F:25])[CH:13]=1.Br[CH2:29][CH2:30][CH2:31][C:32]([O:34][CH2:35][CH3:36])=[O:33].[C:37]([O-:40])([O-])=O.[K+].[K+]. (6) Given the product [CH2:23]([C:8]1[C:7]([O:6][CH2:5][C@@H:4]([NH:25][C:26](=[O:32])[O:27][C:28]([CH3:29])([CH3:30])[CH3:31])[CH2:3][CH:2]([CH3:1])[CH3:33])=[CH:22][C:11]2[N:12]([CH3:21])[C:13](=[O:20])[C:14]3[C:19]([C:10]=2[CH:9]=1)=[CH:18][CH:17]=[N:16][CH:15]=3)[CH3:24], predict the reactants needed to synthesize it. The reactants are: [CH3:1][CH:2]([CH3:33])[CH2:3][C@H:4]([NH:25][C:26](=[O:32])[O:27][C:28]([CH3:31])([CH3:30])[CH3:29])[CH2:5][O:6][C:7]1[C:8]([CH:23]=[CH2:24])=[CH:9][C:10]2[C:19]3[C:14](=[CH:15][N:16]=[CH:17][CH:18]=3)[C:13](=[O:20])[N:12]([CH3:21])[C:11]=2[CH:22]=1.[H][H]. (7) Given the product [F:1][C:2]1[CH:3]=[CH:4][C:5]([C:6]([NH:8][C:9]2[C:10]([CH3:33])=[C:11]([C:15]3[C:27]4[C:26]5[C:21](=[CH:22][C:23]([CH:28]=[O:29])=[CH:24][CH:25]=5)[NH:20][C:19]=4[C:18]([C:30]([NH2:32])=[O:31])=[CH:17][CH:16]=3)[CH:12]=[CH:13][CH:14]=2)=[O:7])=[CH:34][CH:35]=1, predict the reactants needed to synthesize it. The reactants are: [F:1][C:2]1[CH:35]=[CH:34][C:5]([C:6]([NH:8][C:9]2[C:10]([CH3:33])=[C:11]([C:15]3[C:27]4[C:26]5[C:21](=[CH:22][C:23]([CH2:28][OH:29])=[CH:24][CH:25]=5)[NH:20][C:19]=4[C:18]([C:30]([NH2:32])=[O:31])=[CH:17][CH:16]=3)[CH:12]=[CH:13][CH:14]=2)=[O:7])=[CH:4][CH:3]=1.CC(OI1(OC(C)=O)(OC(C)=O)OC(=O)C2C1=CC=CC=2)=O. (8) Given the product [C:14]([O:5][CH2:6][CH2:7][O:8][CH2:9][CH2:10][N:11]=[N+:12]=[N-:13])(=[S:16])[CH3:15], predict the reactants needed to synthesize it. The reactants are: CS([O:5][CH2:6][CH2:7][O:8][CH2:9][CH2:10][N:11]=[N+:12]=[N-:13])(=O)=O.[C:14]([O-])(=[S:16])[CH3:15].[K+]. (9) Given the product [C:35]([O:34][C:32](=[O:33])[NH:31][CH:24]([CH:25]1[CH2:26][CH2:27][CH2:28][CH2:29][CH2:30]1)[C:23]([N:20]1[CH2:21][CH2:22][CH:6]2[N:5]([S:50]([CH3:49])(=[O:52])=[O:51])[CH2:9][CH:8]([C:10]3[C:18]4[C:13](=[CH:14][C:15]([F:19])=[CH:16][CH:17]=4)[NH:12][CH:11]=3)[CH:7]12)=[O:39])([CH3:38])([CH3:37])[CH3:36], predict the reactants needed to synthesize it. The reactants are: COC([N:5]1[CH2:9][CH:8]([C:10]2[C:18]3[C:13](=[CH:14][C:15]([F:19])=[CH:16][CH:17]=3)[NH:12][CH:11]=2)[CH:7]2[N:20]([C:23](=[O:39])[CH:24]([NH:31][C:32]([O:34][C:35]([CH3:38])([CH3:37])[CH3:36])=[O:33])[CH:25]3[CH2:30][CH2:29][CH2:28][CH2:27][CH2:26]3)[CH2:21][CH2:22][CH:6]12)=O.CCN(C(C)C)C(C)C.[CH3:49][S:50](Cl)(=[O:52])=[O:51].